This data is from Experimentally validated miRNA-target interactions with 360,000+ pairs, plus equal number of negative samples. The task is: Binary Classification. Given a miRNA mature sequence and a target amino acid sequence, predict their likelihood of interaction. (1) The miRNA is mmu-miR-5136 with sequence AUAUGCGAGGGAACUACUGG. The protein sequence of the target gene is MERAAPSRRVPLPLLLLGGLALLAAGVDADVLLEACCADGHRMATHQKDCSLPYATESKECRMVQEQCCHSQLEELHCATGISLANEQDRCATPHGDNASLEATFVKRCCHCCLLGRAAQAQGQSCEYSLMVGYQCGQVFQACCVKSQETGDLDVGGLQETDKIIEVEEEQEDPYLNDRCRGGGPCKQQCRDTGDEVVCSCFVGYQLLSDGVSCEDVNECITGSHSCRLGESCINTVGSFRCQRDSSCGTGYELTEDNSCKDIDECESGIHNCLPDFICQNTLGSFRCRPKLQCKSGFIQ.... Result: 0 (no interaction). (2) The miRNA is mmu-miR-713 with sequence UGCACUGAAGGCACACAGC. The protein sequence of the target gene is METGGRARTGTPQPAAPGVWRARPAGGGGGGASSWLLDGNSWLLCYGFLYLALYAQVSQSKPCERTGSCFSGRCVNSTCLCDPGWVGDQCQHCQGRFKLTEPSGYLTDGPINYKYKTKCTWLIEGYPNAVLRLRFNHFATECSWDHMYVYDGDSIYAPLIAVLSGLIVPEIRGNETVPEVVTTSGYALLHFFSDAAYNLTGFNIFYSINSCPNNCSGHGKCTTSVSVPSQVYCECDKYWKGEACDIPYCKANCGSPDHGYCDLTGEKLCVCNDSWQGPDCSLNVPSTESYWILPNVKPFS.... Result: 0 (no interaction).